From a dataset of Forward reaction prediction with 1.9M reactions from USPTO patents (1976-2016). Predict the product of the given reaction. (1) Given the reactants [C:1]([O:5][C:6]([N:8]1[CH2:13][CH2:12][N:11]([CH:14]([C:17]2[CH:22]=[CH:21][CH:20]=[CH:19][C:18]=2[F:23])[CH2:15][NH2:16])[CH2:10][CH2:9]1)=[O:7])([CH3:4])([CH3:3])[CH3:2].[CH3:24][S:25](Cl)(=[O:27])=[O:26].N1C=CC=CC=1, predict the reaction product. The product is: [C:1]([O:5][C:6]([N:8]1[CH2:13][CH2:12][N:11]([CH:14]([C:17]2[CH:22]=[CH:21][CH:20]=[CH:19][C:18]=2[F:23])[CH2:15][NH:16][S:25]([CH3:24])(=[O:27])=[O:26])[CH2:10][CH2:9]1)=[O:7])([CH3:4])([CH3:2])[CH3:3]. (2) Given the reactants [CH3:1][O:2][C:3]([CH:5]1[N:9]2[C:10](=[O:24])[CH:11]([NH:16]C(OC(C)(C)C)=O)[CH2:12][CH:13]=[CH:14][CH2:15][CH:8]2[CH2:7][CH2:6]1)=[O:4], predict the reaction product. The product is: [CH3:1][O:2][C:3]([C@H:5]1[N:9]2[C:10](=[O:24])[C@@H:11]([NH2:16])[CH2:12][CH:13]=[CH:14][CH2:15][C@@H:8]2[CH2:7][CH2:6]1)=[O:4]. (3) Given the reactants [N:1]([CH2:4][CH2:5][O:6][CH2:7][CH2:8][O:9][CH2:10][CH2:11][O:12][CH2:13][CH2:14][O:15][CH2:16][CH2:17][O:18][CH2:19][CH2:20][O:21][CH2:22][CH2:23][O:24][CH2:25][CH2:26]O)=[N+:2]=[N-:3].CCN(S(F)(F)[F:34])CC, predict the reaction product. The product is: [N:1]([CH2:4][CH2:5][O:6][CH2:7][CH2:8][O:9][CH2:10][CH2:11][O:12][CH2:13][CH2:14][O:15][CH2:16][CH2:17][O:18][CH2:19][CH2:20][O:21][CH2:22][CH2:23][O:24][CH2:25][CH2:26][F:34])=[N+:2]=[N-:3]. (4) Given the reactants [CH3:1][O:2][C:3]1[CH:8]=[CH:7][C:6]([C:9]([CH3:13])([CH3:12])[C:10]#[N:11])=[CH:5][CH:4]=1.[Br:14]N1C(=O)CCC1=O, predict the reaction product. The product is: [Br:14][C:4]1[CH:5]=[C:6]([C:9]([CH3:13])([CH3:12])[C:10]#[N:11])[CH:7]=[CH:8][C:3]=1[O:2][CH3:1]. (5) Given the reactants [I:1][C:2]1[C:6]2[CH:7]=[N:8][CH:9]=[CH:10][C:5]=2[N:4]([C:11]([CH3:15])([CH3:14])[CH2:12][OH:13])[CH:3]=1.N1C=CN=C1.[CH3:21][C:22]([Si:25](Cl)([CH3:27])[CH3:26])([CH3:24])[CH3:23], predict the reaction product. The product is: [NH3:4].[Si:25]([O:13][CH2:12][C:11]([N:4]1[C:5]2[CH:10]=[CH:9][N:8]=[CH:7][C:6]=2[C:2]([I:1])=[CH:3]1)([CH3:15])[CH3:14])([C:22]([CH3:24])([CH3:23])[CH3:21])([CH3:27])[CH3:26]. (6) Given the reactants [CH3:1][CH:2]([C@H:4]([NH:8][C:9]([O:11][C:12]([CH3:15])([CH3:14])[CH3:13])=[O:10])[C:5]([OH:7])=O)[CH3:3].CN1CCOCC1.[NH2:23][C@H:24]([C:29]([N:31]1[CH2:45][CH2:44][CH2:43][C@H:32]1[C:33]([O:35][CH2:36][C:37]1[CH:42]=[CH:41][CH:40]=[CH:39][CH:38]=1)=[O:34])=[O:30])[CH2:25][CH:26]([CH3:28])[CH3:27].C1C=CC2N(O)N=NC=2C=1.C1CCC(N=C=NC2CCCCC2)CC1, predict the reaction product. The product is: [NH:8]([C:9]([O:11][C:12]([CH3:15])([CH3:14])[CH3:13])=[O:10])[C@H:4]([C:5]([NH:23][C@H:24]([C:29]([N:31]1[CH2:45][CH2:44][CH2:43][C@H:32]1[C:33]([O:35][CH2:36][C:37]1[CH:38]=[CH:39][CH:40]=[CH:41][CH:42]=1)=[O:34])=[O:30])[CH2:25][CH:26]([CH3:27])[CH3:28])=[O:7])[CH:2]([CH3:1])[CH3:3].